From a dataset of Reaction yield outcomes from USPTO patents with 853,638 reactions. Predict the reaction yield, written as a fraction of the theoretical maximum amount of product (1.0 means a 100% yield; for example, 0.34 means a 34% yield). (1) The reactants are [OH:1][C:2]1[CH:3]=[C:4]([S:8][C:9]([CH3:15])([CH3:14])[C:10]([O:12][CH3:13])=[O:11])[CH:5]=[CH:6][CH:7]=1.[Cl:16][C:17]1[CH:25]=[CH:24][C:20]([CH2:21][CH2:22]O)=[CH:19][CH:18]=1.CC(OC(/N=N/C(OC(C)C)=O)=O)C.C1(P(C2C=CC=CC=2)C2C=CC=CC=2)C=CC=CC=1. The catalyst is C1COCC1. The product is [Cl:16][C:17]1[CH:25]=[CH:24][C:20]([CH2:21][CH2:22][O:1][C:2]2[CH:3]=[C:4]([S:8][C:9]([CH3:15])([CH3:14])[C:10]([O:12][CH3:13])=[O:11])[CH:5]=[CH:6][CH:7]=2)=[CH:19][CH:18]=1. The yield is 0.710. (2) The reactants are [Cl:1][C:2]1[CH:3]=[C:4]2[C:8](=[CH:9][CH:10]=1)[N:7]([C:11]1[N:15]([CH3:16])[N:14]=[C:13]([CH3:17])[C:12]=1/[CH:18]=[CH:19]/[C:20]([OH:22])=O)[CH:6]=[CH:5]2.CC1C=CC=C([N+]([O-])=O)C=1C(OC(=O)C1C([N+]([O-])=O)=CC=CC=1C)=O.[CH2:48]([NH:53][S:54]([NH2:57])(=[O:56])=[O:55])[CH2:49][CH2:50][CH2:51][CH3:52].C(N(CC)CC)C. The catalyst is CN(C)C1C=CN=CC=1.C(#N)C. The product is [Cl:1][C:2]1[CH:3]=[C:4]2[C:8](=[CH:9][CH:10]=1)[N:7]([C:11]1[N:15]([CH3:16])[N:14]=[C:13]([CH3:17])[C:12]=1/[CH:18]=[CH:19]/[C:20]([NH:57][S:54]([NH:53][CH2:48][CH2:49][CH2:50][CH2:51][CH3:52])(=[O:56])=[O:55])=[O:22])[CH:6]=[CH:5]2. The yield is 0.580. (3) The reactants are [C:1]([O:5][C:6](=[O:20])[CH2:7]/[N:8]=[CH:9]/[CH2:10][C:11]([CH3:19])([C:13]1[O:14][C:15]([CH3:18])=[CH:16][CH:17]=1)[CH3:12])([CH3:4])([CH3:3])[CH3:2].[Cl:21][C:22]1[C:23]([F:40])=[C:24](/[CH:28]=[C:29](/[C:32]2[CH:37]=[CH:36][C:35]([Cl:38])=[CH:34][C:33]=2[F:39])\[C:30]#[N:31])[CH:25]=[CH:26][CH:27]=1.C(N(CC)CC)C.C1CCN2C(=NCCC2)CC1. The catalyst is ClCCl.C(O)(C)(C)C. The product is [C:1]([O:5][C:6]([CH:7]1[CH:28]([C:24]2[CH:25]=[CH:26][CH:27]=[C:22]([Cl:21])[C:23]=2[F:40])[C:29]([C:32]2[CH:37]=[CH:36][C:35]([Cl:38])=[CH:34][C:33]=2[F:39])([C:30]#[N:31])[CH:9]([CH2:10][C:11]([CH3:12])([C:13]2[O:14][C:15]([CH3:18])=[CH:16][CH:17]=2)[CH3:19])[NH:8]1)=[O:20])([CH3:4])([CH3:2])[CH3:3]. The yield is 0.460. (4) The reactants are Br[C:2]1[C:7]([Cl:8])=[CH:6][C:5]([NH:9][C:10]2[N:14]=[C:13]([NH2:15])[NH:12][N:11]=2)=[CH:4][C:3]=1[Cl:16].CC1(C)C(C)(C)OB([C:25]2[CH:38]=[CH:37][C:28]([O:29][CH2:30][C:31]3[CH:36]=[CH:35][CH:34]=[CH:33][N:32]=3)=[CH:27][CH:26]=2)O1.O1CCOCC1.O.C(=O)([O-])[O-].[K+].[K+]. The catalyst is [Pd].C1(P(C2C=CC=CC=2)C2C=CC=CC=2)C=CC=CC=1.C1(P(C2C=CC=CC=2)C2C=CC=CC=2)C=CC=CC=1.C1(P(C2C=CC=CC=2)C2C=CC=CC=2)C=CC=CC=1.C1(P(C2C=CC=CC=2)C2C=CC=CC=2)C=CC=CC=1.C(Cl)Cl.CO. The product is [Cl:16][C:3]1[CH:4]=[C:5]([NH:9][C:10]2[N:14]=[C:13]([NH2:15])[NH:12][N:11]=2)[CH:6]=[C:7]([Cl:8])[C:2]=1[C:25]1[CH:26]=[CH:27][C:28]([O:29][CH2:30][C:31]2[CH:36]=[CH:35][CH:34]=[CH:33][N:32]=2)=[CH:37][CH:38]=1. The yield is 0.0800.